The task is: Predict the reactants needed to synthesize the given product.. This data is from Full USPTO retrosynthesis dataset with 1.9M reactions from patents (1976-2016). (1) The reactants are: [C:1]1([C:19]2[CH:24]=[CH:23][CH:22]=[CH:21][CH:20]=2)[CH:6]=[CH:5][C:4]([C:7]([N:9]2[CH2:14][CH2:13][CH:12]([C:15]([O:17]C)=[O:16])[CH2:11][CH2:10]2)=[O:8])=[CH:3][CH:2]=1.[OH-].[Na+].O.Cl. Given the product [C:1]1([C:19]2[CH:24]=[CH:23][CH:22]=[CH:21][CH:20]=2)[CH:2]=[CH:3][C:4]([C:7]([N:9]2[CH2:10][CH2:11][CH:12]([C:15]([OH:17])=[O:16])[CH2:13][CH2:14]2)=[O:8])=[CH:5][CH:6]=1, predict the reactants needed to synthesize it. (2) Given the product [CH2:30]([N:3]([CH2:1][CH3:2])[CH2:4][CH2:5][N:6]([CH2:24][CH:25]=[O:26])[C:7](=[O:23])[CH2:8][CH2:9][O:10][CH2:11][CH2:12][C:13]1[C:22]2[C:17](=[CH:18][CH:19]=[CH:20][CH:21]=2)[CH:16]=[CH:15][CH:14]=1)[CH3:31], predict the reactants needed to synthesize it. The reactants are: [CH2:1]([N:3]([CH2:30][CH3:31])[CH2:4][CH2:5][N:6]([CH2:24][CH:25](OC)[O:26]C)[C:7](=[O:23])[CH2:8][CH2:9][O:10][CH2:11][CH2:12][C:13]1[C:22]2[C:17](=[CH:18][CH:19]=[CH:20][CH:21]=2)[CH:16]=[CH:15][CH:14]=1)[CH3:2].FC(F)(F)C(O)=O.